This data is from Catalyst prediction with 721,799 reactions and 888 catalyst types from USPTO. The task is: Predict which catalyst facilitates the given reaction. (1) Reactant: [N:1]([CH2:4][C:5]1[CH:15]=[CH:14][C:8]([C:9]([NH:11][O:12][CH3:13])=[NH:10])=[CH:7][CH:6]=1)=[N+]=[N-]. Product: [NH2:1][CH2:4][C:5]1[CH:15]=[CH:14][C:8]([C:9]([NH:11][O:12][CH3:13])=[NH:10])=[CH:7][CH:6]=1. The catalyst class is: 856. (2) Reactant: Cl.[Cl:2][C:3]1[CH:18]=[CH:17][C:6]2[N:7]=[C:8]([NH:10][C@H:11]3[CH2:15][CH2:14][CH2:13][C@H:12]3[NH2:16])[S:9][C:5]=2[CH:4]=1.CCN(C(C)C)C(C)C.[CH3:28][O:29][C:30]1[CH:38]=[CH:37][CH:36]=[C:35]([O:39][CH3:40])[C:31]=1[C:32](Cl)=[O:33]. Product: [Cl:2][C:3]1[CH:18]=[CH:17][C:6]2[N:7]=[C:8]([NH:10][C@H:11]3[CH2:15][CH2:14][CH2:13][C@H:12]3[NH:16][C:32](=[O:33])[C:31]3[C:35]([O:39][CH3:40])=[CH:36][CH:37]=[CH:38][C:30]=3[O:29][CH3:28])[S:9][C:5]=2[CH:4]=1. The catalyst class is: 4.